Task: Predict the product of the given reaction.. Dataset: Forward reaction prediction with 1.9M reactions from USPTO patents (1976-2016) (1) Given the reactants Cl[C:2]1[CH:18]=[CH:17][C:5]([C:6]([NH:8][C:9]2[CH:14]=[CH:13][C:12]([CH3:15])=[C:11]([I:16])[CH:10]=2)=[O:7])=[CH:4][N:3]=1.Cl.[F:20][C:21]([F:35])([F:34])[C:22]1[CH:23]=[C:24]([CH:28]2[CH2:33][CH2:32][NH:31][CH2:30][CH2:29]2)[CH:25]=[CH:26][CH:27]=1.IC1C=C(NC(=O)C2C=CC(N3CCOCC3)=NC=2)C=CC=1C, predict the reaction product. The product is: [I:16][C:11]1[CH:10]=[C:9]([NH:8][C:6]([C:5]2[CH:17]=[CH:18][C:2]([N:31]3[CH2:32][CH2:33][CH:28]([C:24]4[CH:25]=[CH:26][CH:27]=[C:22]([C:21]([F:20])([F:34])[F:35])[CH:23]=4)[CH2:29][CH2:30]3)=[N:3][CH:4]=2)=[O:7])[CH:14]=[CH:13][C:12]=1[CH3:15]. (2) Given the reactants [CH3:1][C:2]1[CH:3]=[C:4]([CH:13]2[CH2:18][N:17]([C:19]([N:21]3[CH2:26][CH2:25][O:24][CH2:23][CH2:22]3)=[O:20])[CH2:16][CH:15]([C:27]([OH:29])=O)[CH2:14]2)[CH:5]=[CH:6][C:7]=1[O:8][C:9]([F:12])([F:11])[F:10].O[NH:31][C:32]([CH:34]1[CH2:36][CH2:35]1)=[NH:33], predict the reaction product. The product is: [CH:34]1([C:32]2[N:33]=[C:27]([CH:15]3[CH2:14][CH:13]([C:4]4[CH:5]=[CH:6][C:7]([O:8][C:9]([F:12])([F:11])[F:10])=[C:2]([CH3:1])[CH:3]=4)[CH2:18][N:17]([C:19]([N:21]4[CH2:26][CH2:25][O:24][CH2:23][CH2:22]4)=[O:20])[CH2:16]3)[O:29][N:31]=2)[CH2:36][CH2:35]1. (3) Given the reactants C(O[C:6]([N:8]([CH2:10][C:11]1[N:16]=[C:15]2[CH:17]=[CH:18][N:19](C(OC(C)(C)C)=O)[C:14]2=[CH:13][CH:12]=1)C)=O)(C)(C)C.[ClH:27].O1CCOCC1, predict the reaction product. The product is: [ClH:27].[CH3:6][NH:8][CH2:10][C:11]1[N:16]=[C:15]2[CH:17]=[CH:18][NH:19][C:14]2=[CH:13][CH:12]=1. (4) Given the reactants Br[C:2]1[CH:11]=[CH:10][CH:9]=[C:8]2[C:3]=1[CH:4]=[CH:5][C:6]([S:12]([O:15][CH2:16][C:17]([F:20])([F:19])[F:18])(=[O:14])=[O:13])=[CH:7]2.[Cl:21][C:22]1[CH:27]=[CH:26][C:25](B(O)O)=[C:24]([O:31][CH3:32])[CH:23]=1.P([O-])([O-])([O-])=O.[K+].[K+].[K+], predict the reaction product. The product is: [Cl:21][C:22]1[CH:27]=[CH:26][C:25]([C:2]2[CH:11]=[CH:10][CH:9]=[C:8]3[C:3]=2[CH:4]=[CH:5][C:6]([S:12]([O:15][CH2:16][C:17]([F:20])([F:19])[F:18])(=[O:14])=[O:13])=[CH:7]3)=[C:24]([O:31][CH3:32])[CH:23]=1. (5) Given the reactants [CH3:1][O:2][C:3]1[CH:8]=[C:7]([CH3:9])[NH:6][C:5](=[O:10])[C:4]=1[CH2:11][NH:12][C:13]([C:15]1[C:23]2[C:18](=[CH:19][CH:20]=[CH:21][CH:22]=2)[N:17]([CH:24]([CH:26]2[CH2:31][CH2:30][CH2:29][NH:28][CH2:27]2)[CH3:25])[C:16]=1[CH3:32])=[O:14].C(N(CC)CC)C.[CH3:40][S:41](Cl)(=[O:43])=[O:42], predict the reaction product. The product is: [CH3:1][O:2][C:3]1[CH:8]=[C:7]([CH3:9])[NH:6][C:5](=[O:10])[C:4]=1[CH2:11][NH:12][C:13]([C:15]1[C:23]2[C:18](=[CH:19][CH:20]=[CH:21][CH:22]=2)[N:17]([CH:24]([CH:26]2[CH2:31][CH2:30][CH2:29][N:28]([S:41]([CH3:40])(=[O:43])=[O:42])[CH2:27]2)[CH3:25])[C:16]=1[CH3:32])=[O:14]. (6) Given the reactants [CH2:1]([O:3][C:4](=[O:20])[CH:5]([S:12][C:13]1[CH:18]=[CH:17][C:16]([OH:19])=[CH:15][CH:14]=1)[CH2:6][CH2:7][CH2:8][CH2:9][CH2:10][CH3:11])[CH3:2].Br[CH2:22][C:23]#[C:24][CH3:25], predict the reaction product. The product is: [CH2:1]([O:3][C:4](=[O:20])[CH:5]([S:12][C:13]1[CH:14]=[CH:15][C:16]([O:19][CH2:22][C:23]#[C:24][CH3:25])=[CH:17][CH:18]=1)[CH2:6][CH2:7][CH2:8][CH2:9][CH2:10][CH3:11])[CH3:2].